The task is: Predict the reactants needed to synthesize the given product.. This data is from Full USPTO retrosynthesis dataset with 1.9M reactions from patents (1976-2016). (1) The reactants are: [CH2:1]([C:7]1([CH2:25][CH2:26][CH2:27][CH2:28][CH2:29][CH3:30])[C:19]2[CH:18]=[C:17]3[C:20](=[O:24])[CH:21]([CH3:23])[CH2:22][C:16]3=[CH:15][C:14]=2[C:13]2[C:8]1=[CH:9][CH:10]=[CH:11][CH:12]=2)[CH2:2][CH2:3][CH2:4][CH2:5][CH3:6].C(O)C.[BH4-].[Na+]. Given the product [CH2:25]([C:7]1([CH2:1][CH2:2][CH2:3][CH2:4][CH2:5][CH3:6])[C:19]2[CH:18]=[C:17]3[CH:20]([OH:24])[CH:21]([CH3:23])[CH2:22][C:16]3=[CH:15][C:14]=2[C:13]2[C:8]1=[CH:9][CH:10]=[CH:11][CH:12]=2)[CH2:26][CH2:27][CH2:28][CH2:29][CH3:30], predict the reactants needed to synthesize it. (2) Given the product [Br:1][C:2]1[CH:3]=[CH:4][C:5]([CH2:6][N:7]([CH:8]2[CH2:9][CH2:10][N:11]([CH:14]3[CH2:18][CH2:17][CH2:16][CH2:15]3)[CH2:12][CH2:13]2)[C:29](=[O:30])/[CH:28]=[CH:27]/[C:26]2[CH:25]=[CH:24][C:23]([C:22]([F:34])([F:35])[F:21])=[CH:33][CH:32]=2)=[CH:19][CH:20]=1, predict the reactants needed to synthesize it. The reactants are: [Br:1][C:2]1[CH:20]=[CH:19][C:5]([CH2:6][NH:7][CH:8]2[CH2:13][CH2:12][N:11]([CH:14]3[CH2:18][CH2:17][CH2:16][CH2:15]3)[CH2:10][CH2:9]2)=[CH:4][CH:3]=1.[F:21][C:22]([F:35])([F:34])[C:23]1[CH:33]=[CH:32][C:26]([CH:27]=[CH:28][C:29](O)=[O:30])=[CH:25][CH:24]=1.C(Cl)CCl. (3) Given the product [Cl:19][C:4]1[CH:3]=[C:2]([C:23]2[CH:24]=[N:25][CH:26]=[C:21]([Cl:20])[CH:22]=2)[S:6][C:5]=1[C@:7]1([CH3:18])[CH2:12][C@@H:11]([C:13]([F:16])([F:15])[F:14])[O:10][C:9]([NH2:17])=[N:8]1, predict the reactants needed to synthesize it. The reactants are: Br[C:2]1[S:6][C:5]([C@:7]2([CH3:18])[CH2:12][C@@H:11]([C:13]([F:16])([F:15])[F:14])[O:10][C:9]([NH2:17])=[N:8]2)=[C:4]([Cl:19])[CH:3]=1.[Cl:20][C:21]1[CH:22]=[C:23](B(O)O)[CH:24]=[N:25][CH:26]=1. (4) Given the product [Cl:10][C:11]1[CH:16]=[C:15]([N+:17]([O-:19])=[O:18])[CH:14]=[CH:13][C:12]=1[S:7][C:3]1[N:2]([CH3:1])[CH:6]=[CH:5][N:4]=1, predict the reactants needed to synthesize it. The reactants are: [CH3:1][N:2]1[CH:6]=[CH:5][N:4]=[C:3]1[SH:7].[H-].[Na+].[Cl:10][C:11]1[CH:16]=[C:15]([N+:17]([O-:19])=[O:18])[CH:14]=[CH:13][C:12]=1F.CCOC(C)=O. (5) Given the product [CH3:18][O:5][C:4](=[O:6])[C:3]1[CH:7]=[CH:8][C:9]([O:11][CH3:12])=[CH:10][C:2]=1[CH3:1], predict the reactants needed to synthesize it. The reactants are: [CH3:1][C:2]1[CH:10]=[C:9]([O:11][CH3:12])[CH:8]=[CH:7][C:3]=1[C:4]([OH:6])=[O:5].OS(O)(=O)=O.[CH3:18]O. (6) The reactants are: [Br:1][C:2]1[CH:8]=[C:7]([Cl:9])[CH:6]=[CH:5][C:3]=1[NH2:4].Br[C:11]1C=C(C(F)(F)F)C=C2[C:19]=1NC=C2. Given the product [Br:1][C:2]1[CH:8]=[C:7]([Cl:9])[CH:6]=[C:5]2[C:3]=1[NH:4][CH:19]=[CH:11]2, predict the reactants needed to synthesize it. (7) Given the product [CH3:1][O:2][C:3]([CH:5]1[CH:10]([NH:11][S:40]([C:37]2[CH:38]=[CH:39][C:34]([O:33][CH2:32][C:30]3[C:29]4[C:24](=[CH:25][CH:26]=[CH:27][CH:28]=4)[N:23]=[C:22]([CH3:21])[CH:31]=3)=[CH:35][CH:36]=2)(=[O:41])=[O:42])[CH:9]2[N:12]([C:13]([O:15][C:16]([CH3:19])([CH3:18])[CH3:17])=[O:14])[CH:6]1[CH2:7][CH2:8]2)=[O:4], predict the reactants needed to synthesize it. The reactants are: [CH3:1][O:2][C:3]([CH:5]1[CH:10]([NH2:11])[CH:9]2[N:12]([C:13]([O:15][C:16]([CH3:19])([CH3:18])[CH3:17])=[O:14])[CH:6]1[CH2:7][CH2:8]2)=[O:4].Cl.[CH3:21][C:22]1[CH:31]=[C:30]([CH2:32][O:33][C:34]2[CH:39]=[CH:38][C:37]([S:40](Cl)(=[O:42])=[O:41])=[CH:36][CH:35]=2)[C:29]2[C:24](=[CH:25][CH:26]=[CH:27][CH:28]=2)[N:23]=1.C(N(CC)C(C)C)(C)C. (8) Given the product [CH2:16]([O:15][C:13]([CH:12]1[CH2:18][CH2:19][N:9]([C:2]2[CH:7]=[CH:6][C:5]([F:8])=[CH:4][N:3]=2)[CH2:10][CH2:11]1)=[O:14])[CH3:17], predict the reactants needed to synthesize it. The reactants are: Br[C:2]1[CH:7]=[CH:6][C:5]([F:8])=[CH:4][N:3]=1.[NH:9]1[CH2:19][CH2:18][CH:12]([C:13]([O:15][CH2:16][CH3:17])=[O:14])[CH2:11][CH2:10]1.CCN(C(C)C)C(C)C.O. (9) Given the product [OH:7][C:1]1[CH:6]=[CH:5][C:4]([C:9]2([C:4]3[CH:5]=[CH:6][C:1]([OH:7])=[CH:2][CH:3]=3)[C:17]3[C:12](=[C:6]4[C:14](=[CH:15][CH:16]=3)[CH2:3][CH2:2][CH2:1]4)[NH:11][C:10]2=[O:18])=[CH:3][CH:2]=1, predict the reactants needed to synthesize it. The reactants are: [C:1]1([OH:7])[CH:6]=[CH:5][CH:4]=[CH:3][CH:2]=1.Br[C:9]1(Br)[C:17]2[C:12](=N[CH:14]=[CH:15][CH:16]=2)[NH:11][C:10]1=[O:18].